This data is from Full USPTO retrosynthesis dataset with 1.9M reactions from patents (1976-2016). The task is: Predict the reactants needed to synthesize the given product. (1) Given the product [F:1][C:2]1[CH:3]=[CH:4][C:5]2[N:6]([CH:8]=[C:9]([C:11]([Cl:16])=[O:13])[N:10]=2)[CH:7]=1, predict the reactants needed to synthesize it. The reactants are: [F:1][C:2]1[CH:3]=[CH:4][C:5]2[N:6]([CH:8]=[C:9]([C:11]([OH:13])=O)[N:10]=2)[CH:7]=1.S(Cl)([Cl:16])=O. (2) Given the product [C:14]1([P:13](=[CH:12][C:11]([N:2]2[C:10]3[C:5](=[CH:6][CH:7]=[CH:8][CH:9]=3)[CH2:4][CH2:3]2)=[O:32])([C:20]2[CH:25]=[CH:24][CH:23]=[CH:22][CH:21]=2)[C:26]2[CH:27]=[CH:28][CH:29]=[CH:30][CH:31]=2)[CH:15]=[CH:16][CH:17]=[CH:18][CH:19]=1, predict the reactants needed to synthesize it. The reactants are: [Cl-].[N:2]1([C:11](=[O:32])[CH2:12][P+:13]([C:26]2[CH:31]=[CH:30][CH:29]=[CH:28][CH:27]=2)([C:20]2[CH:25]=[CH:24][CH:23]=[CH:22][CH:21]=2)[C:14]2[CH:19]=[CH:18][CH:17]=[CH:16][CH:15]=2)[C:10]2[C:5](=[CH:6][CH:7]=[CH:8][CH:9]=2)[CH2:4][CH2:3]1.[OH-].[Na+].C(Cl)Cl.CCOCC. (3) Given the product [C:13]([C@@H:12]([NH:11][C:9](=[O:10])[O:8][CH2:1][C:2]1[CH:7]=[CH:6][CH:5]=[CH:4][CH:3]=1)[CH2:16][C:17]1[CH:18]=[N:19][CH:20]=[CH:21][CH:22]=1)(=[O:14])[NH2:25], predict the reactants needed to synthesize it. The reactants are: [CH2:1]([O:8][C:9]([NH:11][C@@H:12]([CH2:16][C:17]1[CH:18]=[N:19][CH:20]=[CH:21][CH:22]=1)[C:13](O)=[O:14])=[O:10])[C:2]1[CH:7]=[CH:6][CH:5]=[CH:4][CH:3]=1.C([N:25](C(C)C)C(C)C)C.ClC(OCC(C)C)=O.N. (4) Given the product [Cl:19][C:12]1[CH:13]=[CH:14][CH:15]=[C:16]2[C:11]=1[N:10]([CH3:20])[C:9](=[O:21])[N:8]([C:4]1[CH:5]=[CH:6][CH:7]=[C:2]([B:26]3[O:27][C:28]([CH3:30])([CH3:29])[C:24]([CH3:40])([CH3:23])[O:25]3)[C:3]=1[CH3:22])[C:17]2=[O:18], predict the reactants needed to synthesize it. The reactants are: Br[C:2]1[C:3]([CH3:22])=[C:4]([N:8]2[C:17](=[O:18])[C:16]3[C:11](=[C:12]([Cl:19])[CH:13]=[CH:14][CH:15]=3)[N:10]([CH3:20])[C:9]2=[O:21])[CH:5]=[CH:6][CH:7]=1.[CH3:23][C:24]1([CH3:40])[C:28]([CH3:30])([CH3:29])[O:27][B:26]([B:26]2[O:27][C:28]([CH3:30])([CH3:29])[C:24]([CH3:40])([CH3:23])[O:25]2)[O:25]1.C([O-])(=O)C.[K+]. (5) Given the product [C:1]1([C:11]2[CH:16]=[C:15]([CH3:17])[C:14]([C:28]3[CH:33]=[CH:32][CH:31]=[CH:30][CH:29]=3)=[CH:13][N:12]=2)[CH:6]=[CH:5][CH:4]=[CH:3][CH:2]=1, predict the reactants needed to synthesize it. The reactants are: [C:1]1(B(O)O)[CH:6]=[CH:5][CH:4]=[CH:3][CH:2]=1.Br[C:11]1[CH:16]=[C:15]([CH3:17])[C:14](Br)=[CH:13][N:12]=1.O.[O-]P([O-])([O-])=O.[K+].[K+].[K+].[C:28]1(C)[CH:33]=[CH:32][CH:31]=[CH:30][CH:29]=1. (6) Given the product [Si:18]([O:25][C:26]1[CH:27]=[CH:28][C:29]([C:4]2[CH:5]=[CH:6][C:7]([CH:8]=[O:9])=[C:2]([Cl:1])[CH:3]=2)=[CH:30][CH:31]=1)([C:21]([CH3:24])([CH3:23])[CH3:22])([CH3:20])[CH3:19], predict the reactants needed to synthesize it. The reactants are: [Cl:1][C:2]1[CH:3]=[C:4](OS(C(F)(F)F)(=O)=O)[CH:5]=[CH:6][C:7]=1[CH:8]=[O:9].[Si:18]([O:25][C:26]1[CH:31]=[CH:30][C:29](B(O)O)=[CH:28][CH:27]=1)([C:21]([CH3:24])([CH3:23])[CH3:22])([CH3:20])[CH3:19]. (7) The reactants are: C[C@@H]1CN(C2C3=NC=CC=C3NC=2)CCN1C(OC(C)(C)C)=O.C1(N=C=NC2CCCCC2)CCCCC1.[NH:39]1[C:47]2[C:42](=[N:43][CH:44]=[CH:45][CH:46]=2)[C:41]([NH:48][CH2:49][C:50]([O:52][CH2:53][CH3:54])=[O:51])=[CH:40]1.[CH2:55]([O:62][C:63]([NH:65][C@H:66]([CH3:70])[C:67](O)=[O:68])=[O:64])[C:56]1[CH:61]=[CH:60][CH:59]=[CH:58][CH:57]=1.C(N(CC)CC)C. Given the product [CH2:55]([O:62][C:63]([NH:65][C@H:66]([CH3:70])[C:67]([N:48]([CH2:49][C:50]([O:52][CH2:53][CH3:54])=[O:51])[C:41]1[C:42]2=[N:43][CH:44]=[CH:45][CH:46]=[C:47]2[NH:39][CH:40]=1)=[O:68])=[O:64])[C:56]1[CH:61]=[CH:60][CH:59]=[CH:58][CH:57]=1, predict the reactants needed to synthesize it.